Dataset: Forward reaction prediction with 1.9M reactions from USPTO patents (1976-2016). Task: Predict the product of the given reaction. (1) Given the reactants Cl.[NH2:2][C@@H:3]([C@H:7]([OH:12])[C:8]([O:10]C)=[O:9])[C:4]([OH:6])=[O:5].CCN(C(C)C)C(C)C.C(O)(=O)C.C(#N)C, predict the reaction product. The product is: [OH:12][C@H:7]([C:8]([OH:10])=[O:9])[C@@H:3]([C:4]([OH:6])=[O:5])[NH2:2]. (2) Given the reactants [CH2:1]([O:5][C:6]1[CH:15]=[C:14]2[C:9]([C:10]([CH:18]([CH3:20])[CH3:19])=[CH:11][C:12]([CH3:17])([CH3:16])[O:13]2)=[CH:8][C:7]=1/[C:21](/[CH3:29])=[C:22](/[F:28])\[C:23](OCC)=[O:24])[CH2:2][CH2:3][CH3:4].[H-].C([Al+]CC(C)C)C(C)C, predict the reaction product. The product is: [CH2:1]([O:5][C:6]1[CH:15]=[C:14]2[C:9]([C:10]([CH:18]([CH3:19])[CH3:20])=[CH:11][C:12]([CH3:17])([CH3:16])[O:13]2)=[CH:8][C:7]=1/[C:21](/[CH3:29])=[C:22](/[F:28])\[CH2:23][OH:24])[CH2:2][CH2:3][CH3:4]. (3) Given the reactants [NH2:1][C:2]1[CH:7]=[CH:6][CH:5]=[CH:4][C:3]=1[NH:8][C:9]([NH:11][C:12]1[CH:17]=[CH:16][C:15]([Cl:18])=[CH:14][CH:13]=1)=[O:10].C(N(CC)CC)C.[C:26]1([S:32](Cl)(=[O:34])=[O:33])[CH:31]=[CH:30][CH:29]=[CH:28][CH:27]=1, predict the reaction product. The product is: [Cl:18][C:15]1[CH:16]=[CH:17][C:12]([NH:11][C:9](=[O:10])[NH:8][C:3]2[CH:4]=[CH:5][CH:6]=[CH:7][C:2]=2[NH:1][S:32]([C:26]2[CH:31]=[CH:30][CH:29]=[CH:28][CH:27]=2)(=[O:34])=[O:33])=[CH:13][CH:14]=1. (4) Given the reactants [F:1][C:2]([F:26])([F:25])[C:3]1[CH:4]=[C:5]([C:9]2[CH:20]=[C:19]([CH:21]([NH:23][CH3:24])[CH3:22])[CH:18]=[CH:17][C:10]=2[O:11][CH2:12][C:13]([O:15][CH3:16])=[O:14])[CH:6]=[CH:7][CH:8]=1.CCN(C(C)C)C(C)C.[F:36][C:37]1[CH:42]=[CH:41][C:40]([S:43](Cl)(=[O:45])=[O:44])=[CH:39][CH:38]=1, predict the reaction product. The product is: [F:1][C:2]([F:25])([F:26])[C:3]1[CH:4]=[C:5]([C:9]2[CH:20]=[C:19]([CH:21]([N:23]([CH3:24])[S:43]([C:40]3[CH:41]=[CH:42][C:37]([F:36])=[CH:38][CH:39]=3)(=[O:45])=[O:44])[CH3:22])[CH:18]=[CH:17][C:10]=2[O:11][CH2:12][C:13]([O:15][CH3:16])=[O:14])[CH:6]=[CH:7][CH:8]=1. (5) Given the reactants [CH3:1][N:2]([CH3:37])[C:3]1[C:8]([CH2:9][C:10]([O:12]C)=[O:11])=[C:7]([N:14]([CH3:16])[CH3:15])[N:6]=[C:5]([CH2:17][C:18]2[CH:23]=[CH:22][C:21]([NH:24][C:25](=[O:36])[C:26]3[CH:31]=[CH:30][C:29]([C:32]([F:35])([F:34])[F:33])=[CH:28][CH:27]=3)=[CH:20][CH:19]=2)[N:4]=1.[OH-].[Na+], predict the reaction product. The product is: [CH3:37][N:2]([CH3:1])[C:3]1[C:8]([CH2:9][C:10]([OH:12])=[O:11])=[C:7]([N:14]([CH3:15])[CH3:16])[N:6]=[C:5]([CH2:17][C:18]2[CH:19]=[CH:20][C:21]([NH:24][C:25](=[O:36])[C:26]3[CH:27]=[CH:28][C:29]([C:32]([F:34])([F:35])[F:33])=[CH:30][CH:31]=3)=[CH:22][CH:23]=2)[N:4]=1. (6) Given the reactants [Cl:1][C:2]1[CH:3]=[C:4]([N:9]2[C:13](=[O:14])[C:12](=[O:15])[N:11]=[C:10]2SC)[CH:5]=[CH:6][C:7]=1[Cl:8].[CH2:18]([O:25][C:26]([NH:28][C:29]([NH:31][CH:32]([CH3:34])[CH3:33])=[NH:30])=[O:27])[C:19]1[CH:24]=[CH:23][CH:22]=[CH:21][CH:20]=1, predict the reaction product. The product is: [Cl:1][C:2]1[CH:3]=[C:4]([N:9]2[C:13](=[O:14])[C:12](=[O:15])[NH:11][C:10]2=[N:30][C:29]([NH:31][CH:32]([CH3:34])[CH3:33])=[N:28][C:26]([O:25][CH2:18][C:19]2[CH:24]=[CH:23][CH:22]=[CH:21][CH:20]=2)=[O:27])[CH:5]=[CH:6][C:7]=1[Cl:8]. (7) Given the reactants [CH2:1]([O:8][C@H:9]1[C@H:14]([O:15][CH2:16][C:17]2[CH:22]=[CH:21][CH:20]=[CH:19][CH:18]=2)[C@@H:13]([O:23][CH2:24][C:25]2[CH:30]=[CH:29][CH:28]=[CH:27][CH:26]=2)[C@@:12]([C:33]2[CH:38]=[CH:37][C:36]([Cl:39])=[C:35]([CH2:40][C:41]3[CH:46]=[CH:45][C:44]([O:47][C:48]([F:51])([F:50])[F:49])=[CH:43][CH:42]=3)[CH:34]=2)([O:31][CH3:32])[O:11][C@@H:10]1[CH2:52][O:53][Si](C(C)(C)C)(C)C)[C:2]1[CH:7]=[CH:6][CH:5]=[CH:4][CH:3]=1.C(Cl)(=O)C, predict the reaction product. The product is: [CH2:1]([O:8][C@H:9]1[C@H:14]([O:15][CH2:16][C:17]2[CH:22]=[CH:21][CH:20]=[CH:19][CH:18]=2)[C@@H:13]([O:23][CH2:24][C:25]2[CH:30]=[CH:29][CH:28]=[CH:27][CH:26]=2)[C@@:12]([C:33]2[CH:38]=[CH:37][C:36]([Cl:39])=[C:35]([CH2:40][C:41]3[CH:42]=[CH:43][C:44]([O:47][C:48]([F:50])([F:51])[F:49])=[CH:45][CH:46]=3)[CH:34]=2)([O:31][CH3:32])[O:11][C@@H:10]1[CH2:52][OH:53])[C:2]1[CH:3]=[CH:4][CH:5]=[CH:6][CH:7]=1.